This data is from NCI-60 drug combinations with 297,098 pairs across 59 cell lines. The task is: Regression. Given two drug SMILES strings and cell line genomic features, predict the synergy score measuring deviation from expected non-interaction effect. (1) Drug 1: C1=NC2=C(N1)C(=S)N=CN2. Drug 2: CC12CCC3C(C1CCC2OP(=O)(O)O)CCC4=C3C=CC(=C4)OC(=O)N(CCCl)CCCl.[Na+]. Cell line: SR. Synergy scores: CSS=55.2, Synergy_ZIP=2.81, Synergy_Bliss=-1.31, Synergy_Loewe=-8.16, Synergy_HSA=1.90. (2) Drug 1: CC1CCC2CC(C(=CC=CC=CC(CC(C(=O)C(C(C(=CC(C(=O)CC(OC(=O)C3CCCCN3C(=O)C(=O)C1(O2)O)C(C)CC4CCC(C(C4)OC)OCCO)C)C)O)OC)C)C)C)OC. Drug 2: C1CN(CCN1C(=O)CCBr)C(=O)CCBr. Cell line: KM12. Synergy scores: CSS=22.3, Synergy_ZIP=-7.67, Synergy_Bliss=-5.17, Synergy_Loewe=-4.84, Synergy_HSA=-0.491. (3) Drug 1: CC(C1=C(C=CC(=C1Cl)F)Cl)OC2=C(N=CC(=C2)C3=CN(N=C3)C4CCNCC4)N. Drug 2: CC1CCCC2(C(O2)CC(NC(=O)CC(C(C(=O)C(C1O)C)(C)C)O)C(=CC3=CSC(=N3)C)C)C. Cell line: HCT116. Synergy scores: CSS=22.3, Synergy_ZIP=-2.54, Synergy_Bliss=6.10, Synergy_Loewe=2.62, Synergy_HSA=5.39. (4) Drug 1: C1=CC(=CC=C1C#N)C(C2=CC=C(C=C2)C#N)N3C=NC=N3. Drug 2: C1CN(CCN1C(=O)CCBr)C(=O)CCBr. Cell line: HOP-92. Synergy scores: CSS=19.1, Synergy_ZIP=-5.10, Synergy_Bliss=1.64, Synergy_Loewe=0.815, Synergy_HSA=0.858. (5) Synergy scores: CSS=-6.03, Synergy_ZIP=8.22, Synergy_Bliss=4.62, Synergy_Loewe=-2.76, Synergy_HSA=-6.03. Cell line: RPMI-8226. Drug 1: C1CCN(CC1)CCOC2=CC=C(C=C2)C(=O)C3=C(SC4=C3C=CC(=C4)O)C5=CC=C(C=C5)O. Drug 2: C1=CN(C=N1)CC(O)(P(=O)(O)O)P(=O)(O)O. (6) Drug 1: C1CC(=O)NC(=O)C1N2CC3=C(C2=O)C=CC=C3N. Drug 2: CCC(=C(C1=CC=CC=C1)C2=CC=C(C=C2)OCCN(C)C)C3=CC=CC=C3.C(C(=O)O)C(CC(=O)O)(C(=O)O)O. Cell line: HOP-62. Synergy scores: CSS=1.93, Synergy_ZIP=1.76, Synergy_Bliss=2.33, Synergy_Loewe=-1.52, Synergy_HSA=-2.99. (7) Drug 1: CC(C1=C(C=CC(=C1Cl)F)Cl)OC2=C(N=CC(=C2)C3=CN(N=C3)C4CCNCC4)N. Drug 2: CN1CCC(CC1)COC2=C(C=C3C(=C2)N=CN=C3NC4=C(C=C(C=C4)Br)F)OC. Cell line: PC-3. Synergy scores: CSS=7.64, Synergy_ZIP=-4.98, Synergy_Bliss=1.03, Synergy_Loewe=-0.0108, Synergy_HSA=1.90. (8) Drug 1: CC1=C(C=C(C=C1)NC(=O)C2=CC=C(C=C2)CN3CCN(CC3)C)NC4=NC=CC(=N4)C5=CN=CC=C5. Drug 2: C1CNP(=O)(OC1)N(CCCl)CCCl. Cell line: OVCAR-5. Synergy scores: CSS=5.02, Synergy_ZIP=-0.240, Synergy_Bliss=2.43, Synergy_Loewe=-2.29, Synergy_HSA=0.258. (9) Drug 1: CCC1(C2=C(COC1=O)C(=O)N3CC4=CC5=C(C=CC(=C5CN(C)C)O)N=C4C3=C2)O.Cl. Drug 2: C(CCl)NC(=O)N(CCCl)N=O. Cell line: NCI-H460. Synergy scores: CSS=27.1, Synergy_ZIP=0.159, Synergy_Bliss=0.587, Synergy_Loewe=-39.1, Synergy_HSA=0.298. (10) Synergy scores: CSS=41.2, Synergy_ZIP=-2.75, Synergy_Bliss=0.674, Synergy_Loewe=-14.6, Synergy_HSA=2.95. Drug 1: C1=C(C(=O)NC(=O)N1)N(CCCl)CCCl. Drug 2: CN(CC1=CN=C2C(=N1)C(=NC(=N2)N)N)C3=CC=C(C=C3)C(=O)NC(CCC(=O)O)C(=O)O. Cell line: U251.